This data is from Catalyst prediction with 721,799 reactions and 888 catalyst types from USPTO. The task is: Predict which catalyst facilitates the given reaction. (1) Reactant: [Cl:1][C:2]1[CH:10]=[CH:9][C:5]([C:6](O)=[O:7])=[CH:4][C:3]=1[N+:11]([O-:13])=[O:12].C(Cl)(=O)C(Cl)=O.C[N:21](C)C=O. Product: [Cl:1][C:2]1[CH:10]=[CH:9][C:5]([C:6]([NH2:21])=[O:7])=[CH:4][C:3]=1[N+:11]([O-:13])=[O:12]. The catalyst class is: 2. (2) Reactant: [Cl:1][C:2]1[CH:31]=[CH:30][C:5]([CH2:6][O:7][C:8]2[C:9]([O:26][CH2:27][CH2:28][F:29])=[C:10]([CH:14](OC)[C:15]3[C:23]4[C:18](=[N:19][CH:20]=[CH:21][CH:22]=4)[NH:17][CH:16]=3)[CH:11]=[CH:12][CH:13]=2)=[C:4]([F:32])[CH:3]=1.C([SiH](CC)CC)C.FC(F)(F)C(O)=O. Product: [Cl:1][C:2]1[CH:31]=[CH:30][C:5]([CH2:6][O:7][C:8]2[C:9]([O:26][CH2:27][CH2:28][F:29])=[C:10]([CH:11]=[CH:12][CH:13]=2)[CH2:14][C:15]2[C:23]3[C:18](=[N:19][CH:20]=[CH:21][CH:22]=3)[NH:17][CH:16]=2)=[C:4]([F:32])[CH:3]=1. The catalyst class is: 10. (3) Reactant: [Cl:1][C:2]1[CH:7]=[CH:6][CH:5]=[C:4]([Cl:8])[C:3]=1[NH:9][C:10]1[NH:11][C:12]2[C:18]3[CH2:19][C:20]([CH3:23])([CH3:22])[O:21][C:17]=3[C:16]([C:24]([O:26]C)=O)=[CH:15][C:13]=2[N:14]=1.[F:28][C:29]1[CH:35]=[C:34]([F:36])[C:33]([F:37])=[CH:32][C:30]=1[NH2:31].C[Al](C)C. Product: [Cl:8][C:4]1[CH:5]=[CH:6][CH:7]=[C:2]([Cl:1])[C:3]=1[NH:9][C:10]1[NH:11][C:12]2[C:18]3[CH2:19][C:20]([CH3:22])([CH3:23])[O:21][C:17]=3[C:16]([C:24]([NH:31][C:30]3[CH:32]=[C:33]([F:37])[C:34]([F:36])=[CH:35][C:29]=3[F:28])=[O:26])=[CH:15][C:13]=2[N:14]=1. The catalyst class is: 11. (4) Reactant: [Cl:1][C:2]1[C:11]2[O:10][C@H:9]([CH:12]([CH3:14])[CH3:13])[C:8](=[O:15])[NH:7][C:6]=2[CH:5]=[C:4]([CH3:16])[CH:3]=1.C(=O)([O-])[O-].[K+].[K+].[C:23]([O:27][CH3:28])(=[O:26])[CH:24]=[CH2:25].O. Product: [CH3:28][O:27][C:23](=[O:26])[CH2:24][CH2:25][N:7]1[C:6]2[CH:5]=[C:4]([CH3:16])[CH:3]=[C:2]([Cl:1])[C:11]=2[O:10][C@H:9]([CH:12]([CH3:13])[CH3:14])[C:8]1=[O:15]. The catalyst class is: 9. (5) Reactant: [CH2:1]([S:8][C:9]1[CH:14]=[CH:13][C:12]([CH:15]2OCC[O:16]2)=[CH:11][CH:10]=1)[C:2]1[CH:7]=[CH:6][CH:5]=[CH:4][CH:3]=1.O1CCCC1.Cl.C(=O)([O-])O.[Na+]. Product: [CH2:1]([S:8][C:9]1[CH:10]=[CH:11][C:12]([CH:15]=[O:16])=[CH:13][CH:14]=1)[C:2]1[CH:3]=[CH:4][CH:5]=[CH:6][CH:7]=1. The catalyst class is: 5.